From a dataset of Reaction yield outcomes from USPTO patents with 853,638 reactions. Predict the reaction yield, written as a fraction of the theoretical maximum amount of product (1.0 means a 100% yield; for example, 0.34 means a 34% yield). (1) The reactants are C(=O)([O-])[O-].[Na+].[Na+].[C:7]([O:10][CH:11]=[CH2:12])(=O)[CH3:8].C[C:14]12[O:20][CH:19]1[CH2:18]C(CO)[CH2:16][CH2:15]2. The catalyst is C1(C)C=CC=CC=1. The product is [CH3:12][C:11]12[O:10][CH:7]1[CH2:8][CH:14]([O:20][CH:19]=[CH2:18])[CH2:15][CH2:16]2. The yield is 0.950. (2) The reactants are [CH2:1]([O:8][C:9]([N:11]1[CH2:15][CH:14]2[CH:16]([O:20]C(=O)C3C=CC=CC=3)[CH:17]([F:19])[CH2:18][CH:13]2[CH2:12]1)=[O:10])[C:2]1[CH:7]=[CH:6][CH:5]=[CH:4][CH:3]=1.C[O-].[Na+].[Cl-].[NH4+]. The catalyst is CO. The product is [CH2:1]([O:8][C:9]([N:11]1[CH2:15][CH:14]2[CH:16]([OH:20])[CH:17]([F:19])[CH2:18][CH:13]2[CH2:12]1)=[O:10])[C:2]1[CH:3]=[CH:4][CH:5]=[CH:6][CH:7]=1. The yield is 0.210. (3) The reactants are [CH3:1][O:2][C:3]1[CH:8]=[CH:7][C:6]([C:9](=[O:13])[CH2:10][C:11]#[N:12])=[CH:5][CH:4]=1.[CH2:14]([N:16]([CH2:21][CH3:22])[C:17](=[O:20])[CH2:18]Cl)[CH3:15].[Na+].[I-].[OH-].[Na+]. The catalyst is CCO. The product is [C:11]([CH:10]([C:9]([C:6]1[CH:5]=[CH:4][C:3]([O:2][CH3:1])=[CH:8][CH:7]=1)=[O:13])[CH2:18][C:17]([N:16]([CH2:21][CH3:22])[CH2:14][CH3:15])=[O:20])#[N:12]. The yield is 0.640. (4) The product is [CH3:1][O:2][C:3]1[C:8]2[CH:9]([NH:12][C:13]3[O:14][CH2:15][C:16]4[CH:22]=[C:21]([NH:23][C:24](=[O:26])[CH3:25])[CH:20]=[CH:19][C:17]=4[N:18]=3)[CH2:10][O:11][C:7]=2[CH:6]=[CH:5][CH:4]=1. No catalyst specified. The reactants are [CH3:1][O:2][C:3]1[C:8]2[CH:9]([NH:12][C:13]3[O:14][CH2:15][C:16]4[CH:22]=[C:21]([NH2:23])[CH:20]=[CH:19][C:17]=4[N:18]=3)[CH2:10][O:11][C:7]=2[CH:6]=[CH:5][CH:4]=1.[C:24](OC(=O)C)(=[O:26])[CH3:25]. The yield is 0.880. (5) The reactants are [C:1]([O:5][C:6](=[O:36])[NH:7][C:8]1([C:12]2[CH:17]=[CH:16][C:15]([C:18]3[C:27](=[O:28])[C:26]4[C:21](=[CH:22][CH:23]=[C:24](F)[CH:25]=4)[O:20][C:19]=3[C:30]3[CH:35]=[CH:34][CH:33]=[CH:32][CH:31]=3)=[CH:14][CH:13]=2)[CH2:11][CH2:10][CH2:9]1)([CH3:4])([CH3:3])[CH3:2].IC1C(=O)C2C(=CC=C([O:49][C:50]([F:53])([F:52])[F:51])C=2)OC=1C1C=CC=CC=1. No catalyst specified. The product is [C:1]([O:5][C:6](=[O:36])[NH:7][C:8]1([C:12]2[CH:13]=[CH:14][C:15]([C:18]3[C:27](=[O:28])[C:26]4[C:21](=[CH:22][CH:23]=[C:24]([O:49][C:50]([F:53])([F:52])[F:51])[CH:25]=4)[O:20][C:19]=3[C:30]3[CH:31]=[CH:32][CH:33]=[CH:34][CH:35]=3)=[CH:16][CH:17]=2)[CH2:9][CH2:10][CH2:11]1)([CH3:4])([CH3:3])[CH3:2]. The yield is 1.00.